Dataset: Full USPTO retrosynthesis dataset with 1.9M reactions from patents (1976-2016). Task: Predict the reactants needed to synthesize the given product. Given the product [Cl:17][C:18]1[CH:23]=[CH:22][C:21]([C:10]2([NH2:16])[CH:9]([C:3]3[CH:4]=[CH:5][C:6]([F:8])=[CH:7][C:2]=3[Cl:1])[N:13]([CH3:14])[N:12]=[C:11]2[CH3:15])=[C:20]([F:25])[CH:19]=1, predict the reactants needed to synthesize it. The reactants are: [Cl:1][C:2]1[CH:7]=[C:6]([F:8])[CH:5]=[CH:4][C:3]=1[C:9]1[N:13]([CH3:14])[N:12]=[C:11]([CH3:15])[C:10]=1[NH2:16].[Cl:17][C:18]1[CH:23]=[CH:22][C:21](I)=[C:20]([F:25])[CH:19]=1.CC(C)([O-])C.[Na+].